Dataset: Full USPTO retrosynthesis dataset with 1.9M reactions from patents (1976-2016). Task: Predict the reactants needed to synthesize the given product. Given the product [F:10][C:8]([F:11])([F:9])[C:6]1[CH:5]=[CH:4][N:3]2[C:24]([C:25]([O:27][CH2:28][CH3:29])=[O:26])=[CH:12][N:1]=[C:2]2[N:7]=1, predict the reactants needed to synthesize it. The reactants are: [NH2:1][C:2]1[N:7]=[C:6]([C:8]([F:11])([F:10])[F:9])[CH:5]=[CH:4][N:3]=1.[CH3:12]OC(OC)N(C)C.C(N)=O.Br[CH2:24][C:25]([O:27][CH2:28][CH3:29])=[O:26].